From a dataset of Catalyst prediction with 721,799 reactions and 888 catalyst types from USPTO. Predict which catalyst facilitates the given reaction. Reactant: [C:1]([O:5][C:6](=[O:18])[NH:7][CH2:8][CH2:9][CH:10](O)[C:11]1[CH:16]=[CH:15][CH:14]=[CH:13][CH:12]=1)([CH3:4])([CH3:3])[CH3:2].[C:19]1(=[O:29])[NH:23][C:22](=[O:24])[C:21]2=[CH:25][CH:26]=[CH:27][CH:28]=[C:20]12.C1C=CC(P(C2C=CC=CC=2)C2C=CC=CC=2)=CC=1.CCOC(/N=N/C(OCC)=O)=O. Product: [C:1]([O:5][C:6](=[O:18])[NH:7][CH2:8][CH2:9][CH:10]([N:23]1[C:19](=[O:29])[C:20]2[C:21](=[CH:25][CH:26]=[CH:27][CH:28]=2)[C:22]1=[O:24])[C:11]1[CH:16]=[CH:15][CH:14]=[CH:13][CH:12]=1)([CH3:4])([CH3:3])[CH3:2]. The catalyst class is: 1.